Predict which catalyst facilitates the given reaction. From a dataset of Catalyst prediction with 721,799 reactions and 888 catalyst types from USPTO. (1) Reactant: [CH2:1]([O:8][C:9]1[CH:28]=[C:27]([CH2:29][CH3:30])[CH:26]=[CH:25][C:10]=1[O:11][C:12]1[CH:17]=[CH:16][C:15]([N:18]2[CH2:22][CH2:21][O:20]C2=O)=[CH:14][C:13]=1[F:24])[C:2]1[CH:7]=[CH:6][CH:5]=[CH:4][CH:3]=1.[OH-].[Ba+2].[OH-]. Product: [CH2:1]([O:8][C:9]1[CH:28]=[C:27]([CH2:29][CH3:30])[CH:26]=[CH:25][C:10]=1[O:11][C:12]1[CH:17]=[CH:16][C:15]([NH:18][CH2:22][CH2:21][OH:20])=[CH:14][C:13]=1[F:24])[C:2]1[CH:3]=[CH:4][CH:5]=[CH:6][CH:7]=1. The catalyst class is: 24. (2) The catalyst class is: 5. Product: [Cl:1][C:2]1[CH:3]=[C:4]([NH:9][C:10]2[N:14]=[C:13]([NH:15][CH2:16][C:18]3[CH:19]=[CH:20][C:21]([NH:24][C:25](=[O:31])[O:26][C:27]([CH3:29])([CH3:28])[CH3:30])=[N:22][CH:23]=3)[NH:12][N:11]=2)[CH:5]=[C:6]([Cl:8])[CH:7]=1. Reactant: [Cl:1][C:2]1[CH:3]=[C:4]([NH:9][C:10]2[N:14]=[C:13]([NH2:15])[NH:12][N:11]=2)[CH:5]=[C:6]([Cl:8])[CH:7]=1.[CH:16]([C:18]1[CH:19]=[CH:20][C:21]([NH:24][C:25](=[O:31])[O:26][C:27]([CH3:30])([CH3:29])[CH3:28])=[N:22][CH:23]=1)=O.[BH4-].[Na+]. (3) Reactant: [CH2:1]([C:7]1[S:8][CH:9]=[CH:10][CH:11]=1)[CH2:2][CH2:3][CH2:4][CH2:5][CH3:6].C([Li])CCC.[CH2:17]([Sn:21](Cl)([CH2:26][CH2:27][CH2:28][CH3:29])[CH2:22][CH2:23][CH2:24][CH3:25])[CH2:18][CH2:19][CH3:20]. Product: [CH2:1]([C:7]1[S:8][C:9]([Sn:21]([CH2:22][CH2:23][CH2:24][CH3:25])([CH2:26][CH2:27][CH2:28][CH3:29])[CH2:17][CH2:18][CH2:19][CH3:20])=[CH:10][CH:11]=1)[CH2:2][CH2:3][CH2:4][CH2:5][CH3:6]. The catalyst class is: 7. (4) Reactant: [C:1]([NH:5][S:6]([C:9]1[CH:14]=[CH:13][CH:12]=[CH:11][CH:10]=1)(=[O:8])=[O:7])([CH3:4])([CH3:3])[CH3:2].[Li]CCCC.C([O:23][B:24](OC(C)C)[O:25]C(C)C)(C)C.Cl. Product: [C:1]([NH:5][S:6]([C:9]1[CH:14]=[CH:13][CH:12]=[CH:11][C:10]=1[B:24]([OH:25])[OH:23])(=[O:8])=[O:7])([CH3:4])([CH3:2])[CH3:3]. The catalyst class is: 1. (5) Reactant: [Cl:1][C:2]1[CH:7]=[CH:6][C:5]([NH:8][C:9]([CH2:11][C@@H:12]([C:18]2[C:22]([CH:23]([F:25])[F:24])=[C:21]([C:26]3[CH:30]=[C:29]([C:31]([F:37])([F:36])[C:32]([CH3:35])([CH3:34])[CH3:33])[O:28][N:27]=3)[O:20][N:19]=2)[CH2:13][CH2:14][C:15]([OH:17])=[O:16])=[O:10])=[C:4]([F:38])[CH:3]=1.[OH-].[Na+:40]. Product: [Cl:1][C:2]1[CH:7]=[CH:6][C:5]([NH:8][C:9]([CH2:11][C@@H:12]([C:18]2[C:22]([CH:23]([F:24])[F:25])=[C:21]([C:26]3[CH:30]=[C:29]([C:31]([F:37])([F:36])[C:32]([CH3:33])([CH3:34])[CH3:35])[O:28][N:27]=3)[O:20][N:19]=2)[CH2:13][CH2:14][C:15]([O-:17])=[O:16])=[O:10])=[C:4]([F:38])[CH:3]=1.[Na+:40]. The catalyst class is: 8. (6) Reactant: [C:1]([O:5][C:6]([NH:8][C@H:9]1[CH2:14][CH2:13][C@H:12]([C:15](OC)=[O:16])[C@@H:11]([O:19][CH3:20])[CH2:10]1)=[O:7])([CH3:4])([CH3:3])[CH3:2].[AlH4-].[Li+]. Product: [OH:16][CH2:15][C@H:12]1[CH2:13][CH2:14][C@H:9]([NH:8][C:6](=[O:7])[O:5][C:1]([CH3:2])([CH3:3])[CH3:4])[CH2:10][C@@H:11]1[O:19][CH3:20]. The catalyst class is: 28. (7) Reactant: [Si:1]([O:8][CH:9]1[CH2:14][CH2:13][CH:12]([N:15]2[CH:19]=[C:18]([I:20])[CH:17]=[N:16]2)[CH2:11][CH2:10]1)([C:4]([CH3:7])([CH3:6])[CH3:5])([CH3:3])[CH3:2].[Li+].CC([N-]C(C)C)C.C1CCCCC1.[Cl:35]C(Cl)(Cl)C(Cl)(Cl)Cl.[NH4+].[Cl-]. Product: [Si:1]([O:8][C@H:9]1[CH2:14][CH2:13][C@H:12]([N:15]2[C:19]([Cl:35])=[C:18]([I:20])[CH:17]=[N:16]2)[CH2:11][CH2:10]1)([C:4]([CH3:7])([CH3:5])[CH3:6])([CH3:3])[CH3:2]. The catalyst class is: 1.